This data is from Peptide-MHC class I binding affinity with 185,985 pairs from IEDB/IMGT. The task is: Regression. Given a peptide amino acid sequence and an MHC pseudo amino acid sequence, predict their binding affinity value. This is MHC class I binding data. (1) The peptide sequence is LTFLHTLYK. The MHC is HLA-A02:03 with pseudo-sequence HLA-A02:03. The binding affinity (normalized) is 0.0847. (2) The peptide sequence is KLMPICMDV. The MHC is HLA-A68:02 with pseudo-sequence HLA-A68:02. The binding affinity (normalized) is 0.120. (3) The peptide sequence is SPPETQKAEL. The MHC is HLA-B07:02 with pseudo-sequence HLA-B07:02. The binding affinity (normalized) is 0.691. (4) The peptide sequence is YLREHIRAM. The binding affinity (normalized) is 0.606. The MHC is HLA-B35:01 with pseudo-sequence HLA-B35:01. (5) The peptide sequence is AQNAISTTF. The MHC is HLA-B15:09 with pseudo-sequence HLA-B15:09. The binding affinity (normalized) is 0.0847.